From a dataset of Full USPTO retrosynthesis dataset with 1.9M reactions from patents (1976-2016). Predict the reactants needed to synthesize the given product. (1) Given the product [NH:27]1[C:31]2[CH:32]=[CH:33][C:34]([CH2:36][NH:1][C:4]3[C:5]4[CH:6]=[CH:7][C:8]([NH:15][C:16]5[C:24]6[O:23][C:22]([CH3:26])([CH3:25])[CH2:21][C:20]=6[CH:19]=[CH:18][CH:17]=5)=[N:9][C:10]=4[CH:11]=[CH:12][CH:13]=3)=[CH:35][C:30]=2[N:29]=[CH:28]1, predict the reactants needed to synthesize it. The reactants are: [N+:1]([C:4]1[CH:13]=[CH:12][CH:11]=[C:10]2[C:5]=1[CH:6]=[CH:7][C:8](Cl)=[N:9]2)([O-])=O.[NH2:15][C:16]1[C:24]2[O:23][C:22]([CH3:26])([CH3:25])[CH2:21][C:20]=2[CH:19]=[CH:18][CH:17]=1.[NH:27]1[C:31]2[CH:32]=[CH:33][C:34]([CH:36]=O)=[CH:35][C:30]=2[N:29]=[CH:28]1. (2) Given the product [C:16]([NH:15][C:11]1[CH:10]=[C:9]([C:22]2[CH:23]=[N:24][C:25]([N:40]([CH3:42])[CH3:41])=[C:26]([C:27]([N:29]([C:31]3[CH:36]=[CH:35][C:34]([F:37])=[CH:33][C:32]=3[F:38])[CH3:30])=[O:28])[CH:39]=2)[CH:14]=[CH:13][N:12]=1)(=[O:18])[CH3:17], predict the reactants needed to synthesize it. The reactants are: CC1(C)C(C)(C)OB([C:9]2[CH:14]=[CH:13][N:12]=[C:11]([NH:15][C:16](=[O:18])[CH3:17])[CH:10]=2)O1.O.Br[C:22]1[CH:23]=[N:24][C:25]([N:40]([CH3:42])[CH3:41])=[C:26]([CH:39]=1)[C:27]([N:29]([C:31]1[CH:36]=[CH:35][C:34]([F:37])=[CH:33][C:32]=1[F:38])[CH3:30])=[O:28].C(=O)([O-])[O-].[Cs+].[Cs+]. (3) Given the product [C:44]([C:48]1[CH:65]=[CH:64][C:51]([CH2:52][N:53]([CH2:54][CH:55]([C:57]2[CH:58]=[CH:59][C:60]([F:63])=[CH:61][CH:62]=2)[OH:56])[C:10]([C:8]2[CH:7]=[CH:6][CH:5]=[C:4]3[C:9]=2[NH:1][CH:2]=[CH:3]3)=[O:12])=[CH:50][CH:49]=1)([CH3:47])([CH3:45])[CH3:46], predict the reactants needed to synthesize it. The reactants are: [NH:1]1[C:9]2[C:4](=[CH:5][CH:6]=[CH:7][C:8]=2[C:10]([OH:12])=O)[CH:3]=[CH:2]1.CN(C(ON1N=NC2C=CC=CC1=2)=[N+](C)C)C.[B-](F)(F)(F)F.C(N(CC)C(C)C)(C)C.[C:44]([C:48]1[CH:65]=[CH:64][C:51]([CH2:52][NH:53][CH2:54][CH:55]([C:57]2[CH:62]=[CH:61][C:60]([F:63])=[CH:59][CH:58]=2)[OH:56])=[CH:50][CH:49]=1)([CH3:47])([CH3:46])[CH3:45]. (4) Given the product [O:11]=[C:9]1[CH2:8][O:7][C:6]2[N:12]=[C:2]([C:27]3[CH:41]=[CH:40][C:30]([CH2:31][NH:32][C:33](=[O:39])[O:34][C:35]([CH3:36])([CH3:37])[CH3:38])=[CH:29][CH:28]=3)[C:3]([C:13]3[CH:18]=[CH:17][CH:16]=[CH:15][CH:14]=3)=[CH:4][C:5]=2[NH:10]1, predict the reactants needed to synthesize it. The reactants are: Br[C:2]1[C:3]([C:13]2[CH:18]=[CH:17][CH:16]=[CH:15][CH:14]=2)=[CH:4][C:5]2[NH:10][C:9](=[O:11])[CH2:8][O:7][C:6]=2[N:12]=1.CC1(C)C(C)(C)OB([C:27]2[CH:41]=[CH:40][C:30]([CH2:31][NH:32][C:33](=[O:39])[O:34][C:35]([CH3:38])([CH3:37])[CH3:36])=[CH:29][CH:28]=2)O1.C(=O)([O-])[O-].[Na+].[Na+]. (5) Given the product [ClH:38].[F:1][C:2]1[CH:10]=[C:9]2[C:5]([C:6]([C:20]3[CH:21]=[N:22][N:23]([CH:25]4[CH2:30][CH2:29][NH:28][CH2:27][CH2:26]4)[CH:24]=3)=[CH:7][N:8]2[S:11]([C:14]2[CH:15]=[CH:16][CH:17]=[CH:18][CH:19]=2)(=[O:12])=[O:13])=[CH:4][CH:3]=1, predict the reactants needed to synthesize it. The reactants are: [F:1][C:2]1[CH:10]=[C:9]2[C:5]([C:6]([C:20]3[CH:21]=[N:22][N:23]([CH:25]4[CH2:30][CH2:29][N:28](C(OC(C)(C)C)=O)[CH2:27][CH2:26]4)[CH:24]=3)=[CH:7][N:8]2[S:11]([C:14]2[CH:19]=[CH:18][CH:17]=[CH:16][CH:15]=2)(=[O:13])=[O:12])=[CH:4][CH:3]=1.[ClH:38]. (6) Given the product [Br:14][C:11]1[CH:12]=[CH:13][C:8]([C:5]2[CH:6]=[CH:7][C:2]([CH2:16][CH3:17])=[CH:3][CH:4]=2)=[CH:9][CH:10]=1, predict the reactants needed to synthesize it. The reactants are: Br[C:2]1[CH:7]=[CH:6][C:5]([C:8]2[CH:13]=[CH:12][C:11]([Br:14])=[CH:10][CH:9]=2)=[CH:4][CH:3]=1.[Li][CH2:16][CH2:17]CC.ICC.O. (7) Given the product [O:11]=[C:9]1[C:10]2[C:6](=[CH:5][CH:4]=[CH:3][C:2]=2[NH:1][C:39](=[O:40])[CH2:38][C:34]2[CH:33]=[N:32][CH:37]=[CH:36][CH:35]=2)[CH2:7][N:8]1[C:12]1[CH:13]=[C:14]([CH:29]=[CH:30][CH:31]=1)[O:15][CH:16]1[CH2:21][CH2:20][N:19]([C:22]([O:24][C:25]([CH3:28])([CH3:26])[CH3:27])=[O:23])[CH2:18][CH2:17]1, predict the reactants needed to synthesize it. The reactants are: [NH2:1][C:2]1[CH:3]=[CH:4][CH:5]=[C:6]2[C:10]=1[C:9](=[O:11])[N:8]([C:12]1[CH:13]=[C:14]([CH:29]=[CH:30][CH:31]=1)[O:15][CH:16]1[CH2:21][CH2:20][N:19]([C:22]([O:24][C:25]([CH3:28])([CH3:27])[CH3:26])=[O:23])[CH2:18][CH2:17]1)[CH2:7]2.[N:32]1[CH:37]=[CH:36][CH:35]=[C:34]([CH2:38][C:39](O)=[O:40])[CH:33]=1. (8) The reactants are: [NH2:1][C:2]1[N:7]=[C:6]([NH:8][CH2:9][CH2:10][CH2:11][N:12](C)[C:13](=O)OC(C)(C)C)[CH:5]=[CH:4][N:3]=1.[ClH:21].O1CCOCC1. Given the product [ClH:21].[ClH:21].[CH3:13][NH:12][CH2:11][CH2:10][CH2:9][NH:8][C:6]1[CH:5]=[CH:4][N:3]=[C:2]([NH2:1])[N:7]=1, predict the reactants needed to synthesize it. (9) Given the product [NH:25]1[C:33]2[C:28](=[CH:29][CH:30]=[C:31]([NH:34][C:2]3[C:3]4[NH:15][N:14]=[CH:13][C:4]=4[N:5]=[C:6]([C:8]4[S:9][CH:10]=[CH:11][CH:12]=4)[N:7]=3)[CH:32]=2)[CH:27]=[N:26]1, predict the reactants needed to synthesize it. The reactants are: Cl[C:2]1[C:3]2[C:4](=[CH:13][N:14](CC3C=CC(OC)=CC=3)[N:15]=2)[N:5]=[C:6]([C:8]2[S:9][CH:10]=[CH:11][CH:12]=2)[N:7]=1.[NH:25]1[C:33]2[C:28](=[CH:29][CH:30]=[C:31]([NH2:34])[CH:32]=2)[CH:27]=[N:26]1.Cl. (10) Given the product [Cl:1][C:2]1[CH:3]=[CH:4][C:5]([O:19][CH2:20][C:21]2[CH:22]=[CH:23][CH:24]=[CH:25][CH:26]=2)=[C:6]([C:8]2[S:9][CH:10]=[C:11]([CH2:13][C:14]([O:16][CH2:17][CH3:18])=[O:15])[N:12]=2)[CH:7]=1, predict the reactants needed to synthesize it. The reactants are: [Cl:1][C:2]1[CH:3]=[CH:4][C:5]([O:19][CH2:20][C:21]2[CH:26]=[CH:25][C:24](F)=[CH:23][CH:22]=2)=[C:6]([C:8]2[S:9][CH:10]=[C:11]([CH2:13][C:14]([O:16][CH2:17][CH3:18])=[O:15])[N:12]=2)[CH:7]=1.ClC1C=CC(OCC2C=CC=CC=2)=C(B(O)O)C=1.